Predict which catalyst facilitates the given reaction. From a dataset of Catalyst prediction with 721,799 reactions and 888 catalyst types from USPTO. (1) Reactant: [NH2:1][C:2]([NH2:4])=[S:3].[Cl:5][C:6]1[C:13]([Cl:14])=[CH:12][CH:11]=[C:10]([F:15])[C:7]=1[CH2:8][Br:9]. Product: [BrH:9].[Cl:5][C:6]1[C:13]([Cl:14])=[CH:12][CH:11]=[C:10]([F:15])[C:7]=1[CH2:8][S:3][C:2](=[NH:4])[NH2:1]. The catalyst class is: 131. (2) Product: [CH3:22][S:23]([NH:9][C:8]1[CH:10]=[C:4]([CH:5]=[CH:6][C:7]=1[O:11][CH2:12][CH2:13][N:14]1[CH2:19][CH2:18][O:17][CH2:16][CH2:15]1)[CH:3]=[O:2])(=[O:25])=[O:24]. The catalyst class is: 4. Reactant: C[O:2][CH:3](OC)[C:4]1[CH:5]=[CH:6][C:7]([O:11][CH2:12][CH2:13][N:14]2[CH2:19][CH2:18][O:17][CH2:16][CH2:15]2)=[C:8]([CH:10]=1)[NH2:9].[CH3:22][S:23](Cl)(=[O:25])=[O:24].N1C=CC=CC=1.Cl.C(=O)([O-])O.[Na+]. (3) The catalyst class is: 12. Product: [CH:25]1([N:5]2[C:6]3[CH:22]=[C:21]([F:23])[C:20]([F:24])=[CH:19][C:7]=3[C:8](=[O:9])[N:10]([CH2:11][CH2:12][CH2:13][C:14]([O:16][CH2:17][CH3:18])=[O:15])[CH2:2][C:3]2=[O:4])[CH2:29][CH2:28][CH2:27][CH2:26]1. Reactant: Cl[CH2:2][C:3]([N:5]([CH:25]1[CH2:29][CH2:28][CH2:27][CH2:26]1)[C:6]1[CH:22]=[C:21]([F:23])[C:20]([F:24])=[CH:19][C:7]=1[C:8]([NH:10][CH2:11][CH2:12][CH2:13][C:14]([O:16][CH2:17][CH3:18])=[O:15])=[O:9])=[O:4].[H-].[Na+].[Cl-].[NH4+]. (4) Reactant: Cl[C:2]1[C:3]2[S:11][C:10]3[CH2:12][CH2:13][CH2:14][CH2:15][C:9]=3[C:4]=2[N:5]=[C:6]([NH2:8])[N:7]=1.C([O-])([O-])=O.[K+].[K+].[CH3:22][N:23]1[CH2:28][CH2:27][NH:26][CH2:25][CH2:24]1. Product: [CH3:22][N:23]1[CH2:28][CH2:27][N:26]([C:2]2[C:3]3[S:11][C:10]4[CH2:12][CH2:13][CH2:14][CH2:15][C:9]=4[C:4]=3[N:5]=[C:6]([NH2:8])[N:7]=2)[CH2:25][CH2:24]1. The catalyst class is: 14.